This data is from Catalyst prediction with 721,799 reactions and 888 catalyst types from USPTO. The task is: Predict which catalyst facilitates the given reaction. (1) Reactant: [CH3:1][N:2]([CH2:4][C:5]1[CH:6]=[CH:7][C:8]2[C:17]3[NH:16][CH2:15][CH2:14][CH2:13][C:12]=3[C:11](=[O:18])[N:10](COC)[C:9]=2[CH:22]=1)[CH3:3].[ClH:23]. Product: [ClH:23].[ClH:23].[CH3:3][N:2]([CH2:4][C:5]1[CH:6]=[CH:7][C:8]2[C:17]3[NH:16][CH2:15][CH2:14][CH2:13][C:12]=3[C:11](=[O:18])[NH:10][C:9]=2[CH:22]=1)[CH3:1]. The catalyst class is: 8. (2) Reactant: Br[C:2]1[CH:3]=[C:4]([NH:10][C@@H:11]2[CH2:16][CH2:15][CH2:14][CH2:13][C@@H:12]2[NH:17][C:18](=[O:24])[O:19][C:20]([CH3:23])([CH3:22])[CH3:21])[CH:5]=[CH:6][C:7]=1[C:8]#[N:9].[NH2:25][C:26]1[CH:31]=[CH:30][CH:29]=[C:28]([CH3:32])[CH:27]=1.C1C=CC(P(C2C(C3C(P(C4C=CC=CC=4)C4C=CC=CC=4)=CC=C4C=3C=CC=C4)=C3C(C=CC=C3)=CC=2)C2C=CC=CC=2)=CC=1.C([O-])([O-])=O.[Cs+].[Cs+]. Product: [C:8]([C:7]1[CH:6]=[CH:5][C:4]([NH:10][C@@H:11]2[CH2:16][CH2:15][CH2:14][CH2:13][C@@H:12]2[NH:17][C:18](=[O:24])[O:19][C:20]([CH3:23])([CH3:22])[CH3:21])=[CH:3][C:2]=1[NH:25][C:26]1[CH:27]=[C:28]([CH3:32])[CH:29]=[CH:30][CH:31]=1)#[N:9]. The catalyst class is: 222. (3) The catalyst class is: 10. Product: [Br:16][C:6]1[NH:5][C:4]([CH:1]([CH3:3])[CH3:2])=[N:8][C:7]=1[C:9]1[CH:10]=[C:11]([CH3:15])[CH:12]=[CH:13][CH:14]=1. Reactant: [CH:1]([C:4]1[NH:5][CH:6]=[C:7]([C:9]2[CH:10]=[C:11]([CH3:15])[CH:12]=[CH:13][CH:14]=2)[N:8]=1)([CH3:3])[CH3:2].[Br:16]N1C(=O)CCC1=O. (4) Reactant: Cl[C:2]1[N:3]=[C:4]2[CH:25]=[C:24]([Cl:26])[CH:23]=[N:22][C:5]2=[N:6][C:7]=1[N:8]1[CH2:12][CH2:11][C@@H:10]([N:13]([CH3:21])[C:14](=[O:20])[O:15][C:16]([CH3:19])([CH3:18])[CH3:17])[CH2:9]1.O.[NH2:28][NH2:29]. Product: [Cl:26][C:24]1[CH:23]=[N:22][C:5]2=[N:6][C:7]([N:8]3[CH2:12][CH2:11][C@@H:10]([N:13]([CH3:21])[C:14](=[O:20])[O:15][C:16]([CH3:19])([CH3:18])[CH3:17])[CH2:9]3)=[C:2]([NH:28][NH2:29])[N:3]=[C:4]2[CH:25]=1. The catalyst class is: 14.